This data is from Full USPTO retrosynthesis dataset with 1.9M reactions from patents (1976-2016). The task is: Predict the reactants needed to synthesize the given product. The reactants are: [F:1][C:2]1[CH:3]=[N:4][C:5]2[C:10]([C:11]=1[CH2:12][CH2:13][CH2:14][C:15]1([C:21]([O:23][CH2:24][CH3:25])=[O:22])[CH2:20][CH2:19][NH:18][CH2:17][CH2:16]1)=[CH:9][C:8]([O:26][CH3:27])=[CH:7][CH:6]=2.ClCCS[CH:32]1[CH2:37][CH2:36][CH2:35][CH2:34][CH2:33]1.[I-].[K+].C(=O)([O-])[O-].[K+].[K+].[C:46](#N)[CH3:47]. Given the product [CH:32]1([CH2:46][CH2:47][N:18]2[CH2:19][CH2:20][C:15]([CH2:14][CH2:13][CH2:12][C:11]3[C:10]4[C:5](=[CH:6][CH:7]=[C:8]([O:26][CH3:27])[CH:9]=4)[N:4]=[CH:3][C:2]=3[F:1])([C:21]([O:23][CH2:24][CH3:25])=[O:22])[CH2:16][CH2:17]2)[CH2:33][CH2:34][CH2:35][CH2:36][CH2:37]1, predict the reactants needed to synthesize it.